This data is from NCI-60 drug combinations with 297,098 pairs across 59 cell lines. The task is: Regression. Given two drug SMILES strings and cell line genomic features, predict the synergy score measuring deviation from expected non-interaction effect. (1) Drug 1: C1CC(=O)NC(=O)C1N2CC3=C(C2=O)C=CC=C3N. Drug 2: CC1CCCC2(C(O2)CC(NC(=O)CC(C(C(=O)C(C1O)C)(C)C)O)C(=CC3=CSC(=N3)C)C)C. Cell line: EKVX. Synergy scores: CSS=4.40, Synergy_ZIP=-1.08, Synergy_Bliss=-0.988, Synergy_Loewe=-0.384, Synergy_HSA=-1.45. (2) Drug 1: CC(C)NC(=O)C1=CC=C(C=C1)CNNC.Cl. Drug 2: C1CCC(C(C1)N)N.C(=O)(C(=O)[O-])[O-].[Pt+4]. Cell line: SK-MEL-28. Synergy scores: CSS=3.16, Synergy_ZIP=-6.88, Synergy_Bliss=-16.1, Synergy_Loewe=-24.4, Synergy_HSA=-13.2. (3) Drug 1: C1CC(C1)(C(=O)O)C(=O)O.[NH2-].[NH2-].[Pt+2]. Drug 2: CC1=C(N=C(N=C1N)C(CC(=O)N)NCC(C(=O)N)N)C(=O)NC(C(C2=CN=CN2)OC3C(C(C(C(O3)CO)O)O)OC4C(C(C(C(O4)CO)O)OC(=O)N)O)C(=O)NC(C)C(C(C)C(=O)NC(C(C)O)C(=O)NCCC5=NC(=CS5)C6=NC(=CS6)C(=O)NCCC[S+](C)C)O. Cell line: NCI-H522. Synergy scores: CSS=21.0, Synergy_ZIP=-4.68, Synergy_Bliss=-1.49, Synergy_Loewe=-4.28, Synergy_HSA=1.22.